From a dataset of Peptide-MHC class I binding affinity with 185,985 pairs from IEDB/IMGT. Regression. Given a peptide amino acid sequence and an MHC pseudo amino acid sequence, predict their binding affinity value. This is MHC class I binding data. (1) The peptide sequence is IPCLLISFL. The MHC is HLA-B07:02 with pseudo-sequence HLA-B07:02. The binding affinity (normalized) is 0.196. (2) The peptide sequence is YACPILSTI. The MHC is Mamu-B17 with pseudo-sequence Mamu-B17. The binding affinity (normalized) is 0.405. (3) The peptide sequence is SNHAAGYDL. The MHC is H-2-Dd with pseudo-sequence H-2-Dd. The binding affinity (normalized) is 0. (4) The peptide sequence is KFNPMKTYI. The MHC is HLA-A32:01 with pseudo-sequence HLA-A32:01. The binding affinity (normalized) is 0.0542. (5) The binding affinity (normalized) is 0.548. The MHC is HLA-B08:01 with pseudo-sequence HLA-B08:01. The peptide sequence is SMTMRCVGI. (6) The peptide sequence is QSSDDFALIV. The MHC is Mamu-A02 with pseudo-sequence Mamu-A02. The binding affinity (normalized) is 0.367. (7) The peptide sequence is TQRKKTLGF. The MHC is HLA-A11:01 with pseudo-sequence HLA-A11:01. The binding affinity (normalized) is 0.0847. (8) The MHC is HLA-A30:02 with pseudo-sequence HLA-A30:02. The binding affinity (normalized) is 0.547. The peptide sequence is RPQPMEHKY. (9) The MHC is HLA-B39:01 with pseudo-sequence HLA-B39:01. The binding affinity (normalized) is 0.433. The peptide sequence is AEHFENQVL.